Dataset: Forward reaction prediction with 1.9M reactions from USPTO patents (1976-2016). Task: Predict the product of the given reaction. (1) Given the reactants [CH:1]12[CH2:7][CH:4]([NH:5][CH2:6]1)[CH2:3][N:2]2[C:8]1[CH:9]=[N:10][C:11]([C:14]2[C:22]3[C:17](=[N:18][CH:19]=[CH:20][CH:21]=3)[N:16]([CH2:23][C:24]3[CH:29]=[CH:28][CH:27]=[CH:26][C:25]=3[F:30])[N:15]=2)=[N:12][CH:13]=1.C(=O)([O-])[O-].[Na+].[Na+].I[CH:38]([CH3:40])[CH3:39].O, predict the reaction product. The product is: [F:30][C:25]1[CH:26]=[CH:27][CH:28]=[CH:29][C:24]=1[CH2:23][N:16]1[C:17]2=[N:18][CH:19]=[CH:20][CH:21]=[C:22]2[C:14]([C:11]2[N:10]=[CH:9][C:8]([N:2]3[CH2:3][CH:4]4[CH2:7][CH:1]3[CH2:6][N:5]4[CH:38]([CH3:40])[CH3:39])=[CH:13][N:12]=2)=[N:15]1. (2) Given the reactants [Cl:1][C:2]1[CH:7]=[CH:6][C:5]([C:8]2[NH:12][C:11]3[CH:13]=[C:14]([C:16]([O:18][CH3:19])=[O:17])[S:15][C:10]=3[C:9]=2[CH:20]2[CH2:25][CH2:24][CH2:23][CH2:22][CH2:21]2)=[CH:4][CH:3]=1.[H-].[Na+].Br[CH2:29][C:30]([O:32][C:33]([CH3:36])([CH3:35])[CH3:34])=[O:31], predict the reaction product. The product is: [C:33]([O:32][C:30](=[O:31])[CH2:29][N:12]1[C:8]([C:5]2[CH:4]=[CH:3][C:2]([Cl:1])=[CH:7][CH:6]=2)=[C:9]([CH:20]2[CH2:25][CH2:24][CH2:23][CH2:22][CH2:21]2)[C:10]2[S:15][C:14]([C:16]([O:18][CH3:19])=[O:17])=[CH:13][C:11]1=2)([CH3:36])([CH3:35])[CH3:34]. (3) Given the reactants [CH2:1]([NH:8][C:9](=O)[C@@H:10]1[CH2:14][C@@H:13]([O:15][CH2:16][CH3:17])[CH2:12][NH:11]1)[C:2]1[CH:7]=[CH:6][CH:5]=[CH:4][CH:3]=1.[H-].[Al+3].[Li+].[H-].[H-].[H-].O.O.O.O.O.O.O.O.O.O.S([O-])([O-])(=O)=O.[Na+].[Na+], predict the reaction product. The product is: [CH2:1]([NH:8][CH2:9][C@@H:10]1[CH2:14][C@@H:13]([O:15][CH2:16][CH3:17])[CH2:12][NH:11]1)[C:2]1[CH:3]=[CH:4][CH:5]=[CH:6][CH:7]=1. (4) Given the reactants [CH2:1]([N:8]1[C:16]2[C:11](=[N:12][C:13]([Cl:17])=[CH:14][CH:15]=2)[CH:10]=[C:9]1Br)[C:2]1[CH:7]=[CH:6][CH:5]=[CH:4][CH:3]=1.C([Sn](CCCC)(CCCC)[C:24]1[S:25][CH:26]=[CH:27][N:28]=1)CCC, predict the reaction product. The product is: [CH2:1]([N:8]1[C:16]2[C:11](=[N:12][C:13]([Cl:17])=[CH:14][CH:15]=2)[CH:10]=[C:9]1[C:24]1[S:25][CH:26]=[CH:27][N:28]=1)[C:2]1[CH:7]=[CH:6][CH:5]=[CH:4][CH:3]=1. (5) Given the reactants [CH3:1][N:2]1[CH2:7][CH2:6][N:5]([C:8]2[CH:13]=[CH:12][C:11]([NH:14][C:15]3[N:20]=[C:19]([NH:21][C:22]4[CH:23]=[C:24]([CH2:28][C:29]#[N:30])[CH:25]=[CH:26][CH:27]=4)[CH:18]=[CH:17][N:16]=3)=[CH:10][C:9]=2[C:31]([F:34])([F:33])[F:32])[CH2:4][CH2:3]1.[C:35]1([S:41]([OH:44])(=[O:43])=[O:42])[CH:40]=[CH:39][CH:38]=[CH:37][CH:36]=1, predict the reaction product. The product is: [C:35]1([S:41]([OH:44])(=[O:43])=[O:42])[CH:40]=[CH:39][CH:38]=[CH:37][CH:36]=1.[CH3:1][N:2]1[CH2:7][CH2:6][N:5]([C:8]2[CH:13]=[CH:12][C:11]([NH:14][C:15]3[N:20]=[C:19]([NH:21][C:22]4[CH:23]=[C:24]([CH2:28][C:29]#[N:30])[CH:25]=[CH:26][CH:27]=4)[CH:18]=[CH:17][N:16]=3)=[CH:10][C:9]=2[C:31]([F:33])([F:34])[F:32])[CH2:4][CH2:3]1. (6) Given the reactants [Br:1][C:2]1[CH:3]=[C:4]([O:12][C:13]2[CH:18]=[CH:17][CH:16]=[CH:15][CH:14]=2)[C:5]([NH:8][C:9](=[S:11])[NH2:10])=[N:6][CH:7]=1.Br[CH2:20][C:21](=O)[CH2:22][CH:23]1[CH2:27][CH2:26][N:25]([CH3:28])[C:24]1=[O:29], predict the reaction product. The product is: [Br:1][C:2]1[CH:3]=[C:4]([O:12][C:13]2[CH:14]=[CH:15][CH:16]=[CH:17][CH:18]=2)[C:5]([NH:8][C:9]2[S:11][CH:20]=[C:21]([CH2:22][CH:23]3[CH2:27][CH2:26][N:25]([CH3:28])[C:24]3=[O:29])[N:10]=2)=[N:6][CH:7]=1. (7) Given the reactants C([Li])CCC.Br[C:7]1[CH:12]=[CH:11][CH:10]=[CH:9][C:8]=1[CH2:13][O:14][CH:15]1[CH2:20][CH2:19][CH2:18][CH2:17][CH2:16]1.[B:21](OC)([O:24]C)[O:22]C.[Cl-].[NH4+], predict the reaction product. The product is: [CH:15]1([O:14][CH2:13][C:8]2[CH:9]=[CH:10][CH:11]=[CH:12][C:7]=2[B:21]([OH:24])[OH:22])[CH2:20][CH2:19][CH2:18][CH2:17][CH2:16]1.